From a dataset of Forward reaction prediction with 1.9M reactions from USPTO patents (1976-2016). Predict the product of the given reaction. (1) Given the reactants C([N-]C(C)C)(C)C.C([Li])CCC.[C:13]([O:16][CH2:17][CH3:18])(=[O:15])[CH3:14].[Br:19][C:20]1[N:25]=[C:24](/[C:26](=[N:28]/[S@@:29]([C:31]([CH3:34])([CH3:33])[CH3:32])=[O:30])/[CH3:27])[C:23]([F:35])=[C:22]([Si:36]([CH2:41][CH3:42])([CH2:39][CH3:40])[CH2:37][CH3:38])[CH:21]=1, predict the reaction product. The product is: [Br:19][C:20]1[N:25]=[C:24]([C@:26]([NH:28][S@@:29]([C:31]([CH3:33])([CH3:34])[CH3:32])=[O:30])([CH3:27])[CH2:14][C:13]([O:16][CH2:17][CH3:18])=[O:15])[C:23]([F:35])=[C:22]([Si:36]([CH2:41][CH3:42])([CH2:37][CH3:38])[CH2:39][CH3:40])[CH:21]=1. (2) Given the reactants [Cl:1]C1C=C(C([C:16]2([OH:22])[CH2:21][CH2:20][CH2:19][CH2:18][CH2:17]2)CN2CCNCC2)C=CC=1.COC1C=C2C(=CC=1)C=C(C=O)C=C2.C(O[BH-](OC(=O)C)OC(=O)C)(=O)C.[Na+], predict the reaction product. The product is: [ClH:1].[ClH:1].[CH:16]1([OH:22])[CH2:21][CH2:20][CH2:19][CH2:18][CH2:17]1.